Dataset: Catalyst prediction with 721,799 reactions and 888 catalyst types from USPTO. Task: Predict which catalyst facilitates the given reaction. (1) Reactant: [CH:1]1([NH:4][C:5]([C:7]2[CH:8]=[CH:9][C:10]([CH3:39])=[C:11]([NH:13][C:14]([C:16]3[CH:17]=[C:18]([CH:33]=[CH:34][C:35]=3[N+:36]([O-])=O)[O:19][CH:20]3[CH2:25][CH2:24][N:23]([C:26]([O:28][C:29]([CH3:32])([CH3:31])[CH3:30])=[O:27])[CH2:22][CH2:21]3)=[O:15])[CH:12]=2)=[O:6])[CH2:3][CH2:2]1. Product: [NH2:36][C:35]1[CH:34]=[CH:33][C:18]([O:19][CH:20]2[CH2:21][CH2:22][N:23]([C:26]([O:28][C:29]([CH3:30])([CH3:31])[CH3:32])=[O:27])[CH2:24][CH2:25]2)=[CH:17][C:16]=1[C:14]([NH:13][C:11]1[CH:12]=[C:7]([C:5]([NH:4][CH:1]2[CH2:2][CH2:3]2)=[O:6])[CH:8]=[CH:9][C:10]=1[CH3:39])=[O:15]. The catalyst class is: 63. (2) Reactant: C(=O)([O-])[O-].[K+].[K+].F[C:8]1[CH:15]=[C:14]([C:16]([F:19])([F:18])[F:17])[CH:13]=[CH:12][C:9]=1[C:10]#[N:11].[O:20]=[S:21]1(=[O:40])[CH2:26][CH2:25][N:24]2[CH:27]3[CH2:32][CH2:31][C:30]([C:33]4[CH:38]=[CH:37][C:36]([OH:39])=[CH:35][CH:34]=4)([C:23]2=[N:22]1)[CH2:29][CH2:28]3.CS(C)=O. Product: [O:40]=[S:21]1(=[O:20])[CH2:26][CH2:25][N:24]2[CH:27]3[CH2:32][CH2:31][C:30]([C:33]4[CH:38]=[CH:37][C:36]([O:39][C:8]5[CH:15]=[C:14]([C:16]([F:19])([F:18])[F:17])[CH:13]=[CH:12][C:9]=5[C:10]#[N:11])=[CH:35][CH:34]=4)([C:23]2=[N:22]1)[CH2:29][CH2:28]3. The catalyst class is: 6. (3) Reactant: [O:1]1[CH:5]=[CH:4][CH:3]=[C:2]1[CH2:6][CH2:7][NH2:8].[C:9]([C:13]1[CH:17]=[C:16]([C:18](O)=[O:19])[NH:15][N:14]=1)([CH3:12])([CH3:11])[CH3:10].C1CCC(N=C=NC2CCCCC2)CC1.C1C=CC2N(O)N=NC=2C=1. Product: [C:9]([C:13]1[CH:17]=[C:16]([C:18]([NH:8][CH2:7][CH2:6][C:2]2[O:1][CH:5]=[CH:4][CH:3]=2)=[O:19])[NH:15][N:14]=1)([CH3:12])([CH3:10])[CH3:11]. The catalyst class is: 59. (4) Reactant: [F:1][C:2]1[CH:9]=[CH:8][C:5]([CH2:6][NH2:7])=[CH:4][CH:3]=1.[C:10]1(=O)[O:15][C:13](=[O:14])[C:12]2=[CH:16][CH:17]=[CH:18][CH:19]=[C:11]12.O. Product: [F:1][C:2]1[CH:9]=[CH:8][C:5]([CH2:6][N:7]2[C:13](=[O:14])[C:12]3[C:11](=[CH:19][CH:18]=[CH:17][CH:16]=3)[C:10]2=[O:15])=[CH:4][CH:3]=1. The catalyst class is: 322.